From a dataset of Full USPTO retrosynthesis dataset with 1.9M reactions from patents (1976-2016). Predict the reactants needed to synthesize the given product. (1) The reactants are: [CH3:1][C:2]1[C:3]([CH3:31])=[CH:4][C:5]2[N:14]([CH2:15][CH2:16][CH2:17][CH2:18][CH2:19][C:20]([CH3:27])([CH3:26])[C:21]([O:23]CC)=[O:22])[C:13]3[C:8]([C:9](=[O:29])[NH:10][C:11](=[O:28])[N:12]=3)=[N:7][C:6]=2[CH:30]=1.Cl. Given the product [CH3:1][C:2]1[C:3]([CH3:31])=[CH:4][C:5]2[N:14]([CH2:15][CH2:16][CH2:17][CH2:18][CH2:19][C:20]([CH3:27])([CH3:26])[C:21]([OH:23])=[O:22])[C:13]3[C:8]([C:9](=[O:29])[NH:10][C:11](=[O:28])[N:12]=3)=[N:7][C:6]=2[CH:30]=1, predict the reactants needed to synthesize it. (2) The reactants are: [CH3:1][O:2][C:3]1[CH:4]=[C:5]([S:9][C:10]2[CH:17]=[CH:16][C:13]([C:14]#[N:15])=[CH:12][CH:11]=2)[CH:6]=[CH:7][CH:8]=1.C1COCC1.[H-].[Al+3].[Li+].[H-].[H-].[H-].[OH-].[Na+]. Given the product [CH3:1][O:2][C:3]1[CH:4]=[C:5]([S:9][C:10]2[CH:17]=[CH:16][C:13]([CH2:14][NH2:15])=[CH:12][CH:11]=2)[CH:6]=[CH:7][CH:8]=1, predict the reactants needed to synthesize it.